Dataset: Full USPTO retrosynthesis dataset with 1.9M reactions from patents (1976-2016). Task: Predict the reactants needed to synthesize the given product. (1) Given the product [OH:42][C:24]([C:20]1[CH:21]=[CH:22][CH:23]=[C:18]([NH:17][C:15](=[O:16])[C:14]2[CH:13]=[CH:12][C:11]([O:10][CH2:9][CH2:8][CH2:7][CH2:6][CH:2]=[O:1])=[CH:44][CH:43]=2)[CH:19]=1)([C:36]1[CH:37]=[CH:38][CH:39]=[CH:40][CH:41]=1)[C:25]([O:27][C@@H:28]1[CH:33]2[CH2:32][CH2:31][N:30]([CH2:35][CH2:34]2)[CH2:29]1)=[O:26], predict the reactants needed to synthesize it. The reactants are: [O:1]1CCO[CH:2]1[CH2:6][CH2:7][CH2:8][CH2:9][O:10][C:11]1[CH:44]=[CH:43][C:14]([C:15]([NH:17][C:18]2[CH:19]=[C:20]([C:24]([OH:42])([C:36]3[CH:41]=[CH:40][CH:39]=[CH:38][CH:37]=3)[C:25]([O:27][C@@H:28]3[CH:33]4[CH2:34][CH2:35][N:30]([CH2:31][CH2:32]4)[CH2:29]3)=[O:26])[CH:21]=[CH:22][CH:23]=2)=[O:16])=[CH:13][CH:12]=1.C(#N)C.C([O-])(O)=O.[Na+]. (2) Given the product [C:24]([CH2:25][CH2:15][CH2:14][N:11]([CH3:12])[C:6]([CH:2]1[CH2:3][CH2:4][CH2:5][O:1]1)=[O:8])#[N:23], predict the reactants needed to synthesize it. The reactants are: [O:1]1[CH2:5][CH2:4][CH2:3][CH:2]1[C:6]([OH:8])=O.CC[N:11]([CH2:14][CH3:15])[CH2:12]C.ClC(OCC)=O.C[NH:23][CH2:24][CH2:25]C#N. (3) Given the product [CH:1]1([CH2:4][C:5]([N:22]([O:23][CH3:24])[CH3:21])=[O:7])[CH2:3][CH2:2]1, predict the reactants needed to synthesize it. The reactants are: [CH:1]1([CH2:4][C:5]([OH:7])=O)[CH2:3][CH2:2]1.C(N1C=CN=C1)(N1C=CN=C1)=O.Cl.[CH3:21][NH:22][O:23][CH3:24].O. (4) Given the product [Br:2][C:3]1[CH:4]=[CH:5][C:6]([C:9]([NH:12][C:20](=[O:22])[CH3:21])([CH3:10])[CH3:11])=[CH:7][CH:8]=1, predict the reactants needed to synthesize it. The reactants are: Cl.[Br:2][C:3]1[CH:8]=[CH:7][C:6]([C:9]([NH2:12])([CH3:11])[CH3:10])=[CH:5][CH:4]=1.CCN(CC)CC.[C:20](Cl)(=[O:22])[CH3:21]. (5) Given the product [Cl:24][C:23]1[CH:22]=[CH:21][C:4]([O:5][C:6]2[CH:7]=[CH:8][C:9]3[N:10]([CH:12]=[C:13]([NH:15][C:16]([CH:18]4[CH2:20][CH2:19]4)=[O:17])[N:14]=3)[N:11]=2)=[CH:3][C:2]=1[NH:1][C:31]([C:30]1[N:26]([CH3:25])[N:27]=[C:28]([CH3:34])[CH:29]=1)=[O:32], predict the reactants needed to synthesize it. The reactants are: [NH2:1][C:2]1[CH:3]=[C:4]([CH:21]=[CH:22][C:23]=1[Cl:24])[O:5][C:6]1[CH:7]=[CH:8][C:9]2[N:10]([CH:12]=[C:13]([NH:15][C:16]([CH:18]3[CH2:20][CH2:19]3)=[O:17])[N:14]=2)[N:11]=1.[CH3:25][N:26]1[C:30]([C:31](Cl)=[O:32])=[CH:29][C:28]([CH3:34])=[N:27]1.C(N(CC)CC)C. (6) Given the product [CH3:8][O:7][C:4]1([C:15]#[N:19])[CH2:5][CH2:6][O:1][CH2:2][CH2:3]1, predict the reactants needed to synthesize it. The reactants are: [O:1]1[CH2:6][CH2:5][C:4](=[O:7])[CH2:3][CH2:2]1.[CH3:8]OC(OC)(C)C.[C:15]([N+:19]#[C-])(C)(C)C.O. (7) Given the product [Cl:1][C:2]1[N:7]=[C:6]([NH:8][NH:9][C:10](=[O:30])[C@H:11]([CH2:24][CH:25]2[CH2:29][CH2:28][CH2:27][CH2:26]2)[CH2:12][N:13]([OH:16])[CH:14]=[O:15])[C:5]([F:31])=[C:4]([N:32]2[CH2:36][CH2:35][CH:34]([N:37]([CH3:39])[CH3:38])[C:33]2([CH3:41])[CH3:40])[N:3]=1, predict the reactants needed to synthesize it. The reactants are: [Cl:1][C:2]1[N:7]=[C:6]([NH:8][NH:9][C:10](=[O:30])[C@H:11]([CH2:24][CH:25]2[CH2:29][CH2:28][CH2:27][CH2:26]2)[CH2:12][N:13]([O:16]CC2C=CC=CC=2)[CH:14]=[O:15])[C:5]([F:31])=[C:4]([N:32]2[CH2:36][CH2:35][CH:34]([N:37]([CH3:39])[CH3:38])[C:33]2([CH3:41])[CH3:40])[N:3]=1. (8) Given the product [CH3:16][C:15]([NH:18][C:19](=[O:25])[O:20][C:21]([CH3:24])([CH3:23])[CH3:22])([CH3:17])[CH2:14][CH2:13][N:12]1[C:3]2[CH:4]=[CH:5][C:6]([C:8]([F:11])([F:10])[F:9])=[CH:7][C:2]=2[NH:1][C:26]1=[O:27], predict the reactants needed to synthesize it. The reactants are: [NH2:1][C:2]1[CH:7]=[C:6]([C:8]([F:11])([F:10])[F:9])[CH:5]=[CH:4][C:3]=1[NH:12][CH2:13][CH2:14][C:15]([NH:18][C:19](=[O:25])[O:20][C:21]([CH3:24])([CH3:23])[CH3:22])([CH3:17])[CH3:16].[C:26](N1C=CN=C1)(N1C=CN=C1)=[O:27]. (9) The reactants are: C(OC(=O)[NH:7][C@H:8]([C:12]1[N:16]([C:17]2[CH:22]=[CH:21][CH:20]=[CH:19][N:18]=2)[C:15]2[CH:23]=[C:24]([F:27])[CH:25]=[CH:26][C:14]=2[N:13]=1)[CH2:9][O:10][CH3:11])(C)(C)C.C(O)(C(F)(F)F)=O. Given the product [F:27][C:24]1[CH:25]=[CH:26][C:14]2[N:13]=[C:12]([C@@H:8]([NH2:7])[CH2:9][O:10][CH3:11])[N:16]([C:17]3[CH:22]=[CH:21][CH:20]=[CH:19][N:18]=3)[C:15]=2[CH:23]=1, predict the reactants needed to synthesize it.